From a dataset of Retrosynthesis with 50K atom-mapped reactions and 10 reaction types from USPTO. Predict the reactants needed to synthesize the given product. (1) Given the product CC1(O)CC(c2nc(Br)c3c(N)nccn23)C1, predict the reactants needed to synthesize it. The reactants are: CC1(O)CC(c2nc(Br)c3c(Cl)nccn23)C1.N. (2) Given the product Cc1ccc(S(=O)(=O)O)cc1, predict the reactants needed to synthesize it. The reactants are: CC(C)(C)OC(=O)NCC(=O)N1CCC[C@H]1C(=O)N[C@@H](CCCNC(=N)N)C(=O)OCc1ccccc1.